From a dataset of Reaction yield outcomes from USPTO patents with 853,638 reactions. Predict the reaction yield, written as a fraction of the theoretical maximum amount of product (1.0 means a 100% yield; for example, 0.34 means a 34% yield). (1) The reactants are [Cl:1][C:2]1[C:3]2[CH2:4][C:5]3[CH2:9][N:8]([C@@H:10]([CH2:20][CH:21]4[CH2:26][CH2:25][CH2:24][CH2:23][CH2:22]4)[C:11]([NH:13][C:14]4C=C[CH:17]=[CH:16][N:15]=4)=[O:12])[C:7](=[O:27])[C:6]=3[O:28][C:29]=2[CH:30]=[CH:31][CH:32]=1.NC1[S:35]C=CN=1.ON1C2C=CC=CC=2N=N1. The catalyst is C(Cl)Cl.O. The product is [Cl:1][C:2]1[C:3]2[CH2:4][C:5]3[CH2:9][N:8]([C@@H:10]([CH2:20][CH:21]4[CH2:26][CH2:25][CH2:24][CH2:23][CH2:22]4)[C:11]([NH:13][C:14]4[S:35][CH:17]=[CH:16][N:15]=4)=[O:12])[C:7](=[O:27])[C:6]=3[O:28][C:29]=2[CH:30]=[CH:31][CH:32]=1. The yield is 0.463. (2) The reactants are Cl[C:2]1[N:7]=[N:6][C:5]([O:8][CH:9]2[CH2:12][N:11]([C:13]3[CH:22]=[CH:21][C:20]4[C:15](=[CH:16][CH:17]=[CH:18][CH:19]=4)[N:14]=3)[CH2:10]2)=[CH:4][C:3]=1I.ClC1N=NC(OC2CN([C:36]3[CH:45]=[CH:44][C:43]4[C:38](=CC=CC=4)[N:37]=3)C2)=C(I)C=1.C([O-])([O-])=O.[Na+].[Na+].[CH3:53][C:54]1(C)C(C)(C)OB(C2CCN(C(OC(C)(C)C)=O)CC=2)[O:55]1. The catalyst is O1CCOCC1.O.C1C=CC(P(C2C=CC=CC=2)[C-]2C=CC=C2)=CC=1.C1C=CC(P(C2C=CC=CC=2)[C-]2C=CC=C2)=CC=1.Cl[Pd]Cl.[Fe+2]. The product is [N:14]1[C:15]2[C:20](=[CH:19][CH:18]=[CH:17][CH:16]=2)[CH:21]=[CH:22][C:13]=1[N:11]1[CH2:12][CH:9]([O:8][C:5]2[N:6]=[N:7][CH:2]=[CH:3][C:4]=2[CH:44]2[CH2:45][CH2:36][N:37]([C:54](=[O:55])[CH3:53])[CH2:38][CH2:43]2)[CH2:10]1. The yield is 0.830. (3) The reactants are [C:1]([NH:4][CH:5]([C:10]([C:12]1[CH:17]=[CH:16][CH:15]=[C:14]([CH2:18][O:19][CH3:20])[CH:13]=1)=[O:11])[C:6]([O:8][CH3:9])=[O:7])(=O)C.O=P(Cl)(Cl)Cl.O.[OH-].[Na+]. The catalyst is C1(C)C=CC=CC=1. The product is [CH3:20][O:19][CH2:18][C:14]1[CH:13]=[C:12]([C:10]2[O:11][CH:1]=[N:4][C:5]=2[C:6]([O:8][CH3:9])=[O:7])[CH:17]=[CH:16][CH:15]=1. The yield is 0.940. (4) The reactants are [CH3:1][C:2]1([CH3:16])[C@H:7]2[CH2:8][C@@H:3]1[CH2:4][CH:5]=[C:6]2[CH:9]1[NH:13][C:12](=[O:14])[NH:11][C:10]1=[O:15].[CH3:17][O:18][C:19]1[CH:26]=[CH:25][C:22]([CH2:23]Cl)=[CH:21][CH:20]=1. No catalyst specified. The product is [CH3:1][C:2]1([CH3:16])[C@H:7]2[CH2:8][C@@H:3]1[CH2:4][CH:5]=[C:6]2[CH:9]1[NH:13][C:12](=[O:14])[N:11]([CH2:23][C:22]2[CH:25]=[CH:26][C:19]([O:18][CH3:17])=[CH:20][CH:21]=2)[C:10]1=[O:15]. The yield is 0.300. (5) The reactants are Br[C:2]1[O:6][C:5]([C:7]2[C:12]([F:13])=[CH:11][CH:10]=[CH:9][C:8]=2[F:14])=[N:4][C:3]=1[C:15]([NH2:17])=[O:16].CC(C)([O-])C.[Na+].[CH3:24][O:25][C:26]1[CH:31]=[CH:30][C:29]([NH2:32])=[CH:28][CH:27]=1. The catalyst is FC(F)(F)C1C=CC=CC=1.C1C=CC(/C=C/C(/C=C/C2C=CC=CC=2)=O)=CC=1.C1C=CC(/C=C/C(/C=C/C2C=CC=CC=2)=O)=CC=1.C1C=CC(/C=C/C(/C=C/C2C=CC=CC=2)=O)=CC=1.[Pd].[Pd]. The product is [F:14][C:8]1[CH:9]=[CH:10][CH:11]=[C:12]([F:13])[C:7]=1[C:5]1[O:6][C:2]([NH:32][C:29]2[CH:30]=[CH:31][C:26]([O:25][CH3:24])=[CH:27][CH:28]=2)=[C:3]([C:15]([NH2:17])=[O:16])[N:4]=1. The yield is 0.0800.